Dataset: Retrosynthesis with 50K atom-mapped reactions and 10 reaction types from USPTO. Task: Predict the reactants needed to synthesize the given product. (1) Given the product CC(C)(C)ON=c1cc(-c2cc3sccc3cn2)oc2ccc(OCCN3CCOCC3)cc12, predict the reactants needed to synthesize it. The reactants are: CC(C)(C)ON=c1cc(-c2cc3sccc3cn2)oc2ccc(O)cc12.ClCCN1CCOCC1. (2) Given the product O=C(O)CNC(=O)c1c(O)n(C2CCCN(C(=O)OCc3ccccc3)C2)c(=O)n(C2CCCCC2)c1=O, predict the reactants needed to synthesize it. The reactants are: CCOC(=O)CNC(=O)c1c(O)n(C2CCCN(C(=O)OCc3ccccc3)C2)c(=O)n(C2CCCCC2)c1=O. (3) Given the product O=C(NCc1cc(F)c(N2CCOCC2)c(F)c1)Nc1cccc2cnccc12, predict the reactants needed to synthesize it. The reactants are: NCc1cc(F)c(N2CCOCC2)c(F)c1.O=C=Nc1cccc2cnccc12. (4) Given the product COC(=O)c1ccc(-c2ccc3c(c2)CC[C@H](CNC(=O)OC(C)(C)C)O3)cc1, predict the reactants needed to synthesize it. The reactants are: CC(C)(C)OC(=O)NC[C@H]1CCc2cc(I)ccc2O1.COC(=O)c1ccc(B2OC(C)(C)C(C)(C)O2)cc1. (5) Given the product CCSC1CCSc2c(Cl)cc(C(=O)Oc3ccnn3CC)c(C)c21, predict the reactants needed to synthesize it. The reactants are: CCSC1CCSc2c(Cl)cc(C(=O)O)c(C)c21.CCn1nccc1O.